Dataset: Catalyst prediction with 721,799 reactions and 888 catalyst types from USPTO. Task: Predict which catalyst facilitates the given reaction. Reactant: [Cl:1][C:2]1[CH:7]=[CH:6][C:5](I)=[CH:4][N:3]=1.[Si:9]([O:16][CH2:17][CH2:18][CH:19]1[CH2:24][CH2:23][NH:22][CH2:21][CH2:20]1)([C:12]([CH3:15])([CH3:14])[CH3:13])([CH3:11])[CH3:10].C1(P(C2C=CC=CC=2)C2C3OC4C(=CC=CC=4P(C4C=CC=CC=4)C4C=CC=CC=4)C(C)(C)C=3C=CC=2)C=CC=CC=1.CC(C)([O-])C.[Na+]. Product: [Si:9]([O:16][CH2:17][CH2:18][CH:19]1[CH2:20][CH2:21][N:22]([C:5]2[CH:6]=[CH:7][C:2]([Cl:1])=[N:3][CH:4]=2)[CH2:23][CH2:24]1)([C:12]([CH3:14])([CH3:15])[CH3:13])([CH3:11])[CH3:10]. The catalyst class is: 62.